Dataset: Catalyst prediction with 721,799 reactions and 888 catalyst types from USPTO. Task: Predict which catalyst facilitates the given reaction. Reactant: [CH3:1][C:2]1[CH:3]=[CH:4][C:5]([C:8]2[N:12]([C:13]3[CH:14]=[CH:15][C:16]([S:19]([NH2:22])(=[O:21])=[O:20])=[CH:17][CH:18]=3)[N:11]=[C:10]([C:23]([F:26])([F:25])[F:24])[CH:9]=2)=[CH:6][CH:7]=1.[C:27]1(=[O:34])[O:33][C:31](=[O:32])[CH2:30][CH2:29][CH2:28]1.C(N(CC)C(C)C)(C)C. Product: [O:34]=[C:27]([NH:22][S:19]([C:16]1[CH:15]=[CH:14][C:13]([N:12]2[C:8]([C:5]3[CH:6]=[CH:7][C:2]([CH3:1])=[CH:3][CH:4]=3)=[CH:9][C:10]([C:23]([F:24])([F:26])[F:25])=[N:11]2)=[CH:18][CH:17]=1)(=[O:21])=[O:20])[CH2:28][CH2:29][CH2:30][C:31]([OH:33])=[O:32]. The catalyst class is: 3.